Dataset: Full USPTO retrosynthesis dataset with 1.9M reactions from patents (1976-2016). Task: Predict the reactants needed to synthesize the given product. (1) Given the product [F:21][C:2]([F:1])([F:20])[C:3]1[C:11]2[CH2:10][CH2:9][CH2:8][CH2:7][C:6]=2[N:5]([CH2:12][CH2:13][CH2:14][CH2:15][C:16]([OH:18])=[O:17])[N:4]=1, predict the reactants needed to synthesize it. The reactants are: [F:1][C:2]([F:21])([F:20])[C:3]1[C:11]2[CH2:10][CH2:9][CH2:8][CH2:7][C:6]=2[N:5]([CH2:12][CH2:13][CH2:14][CH2:15][C:16]([O:18]C)=[O:17])[N:4]=1.[OH-].[Na+].CO. (2) Given the product [CH3:15][NH:16][C:17]([N:19]1[C:27]2[C:22](=[CH:23][C:24]([O:28][C:29]3[CH:34]=[CH:33][N:32]=[C:31]([NH:35][C:36]([N:1]4[CH2:6][CH2:5][CH:4]([CH2:7][CH2:8][CH2:9][C:10]([O:12][CH2:13][CH3:14])=[O:11])[CH2:3][CH2:2]4)=[O:37])[CH:30]=3)=[CH:25][CH:26]=2)[CH:21]=[CH:20]1)=[O:18], predict the reactants needed to synthesize it. The reactants are: [NH:1]1[CH2:6][CH2:5][CH:4]([CH2:7][CH2:8][CH2:9][C:10]([O:12][CH2:13][CH3:14])=[O:11])[CH2:3][CH2:2]1.[CH3:15][NH:16][C:17]([N:19]1[C:27]2[C:22](=[CH:23][C:24]([O:28][C:29]3[CH:34]=[CH:33][N:32]=[C:31]([N:35](C(OC4C=CC=CC=4)=O)[C:36](=O)[O:37]C4C=CC=CC=4)[CH:30]=3)=[CH:25][CH:26]=2)[CH:21]=[CH:20]1)=[O:18]. (3) Given the product [CH3:33][S:21][C:20]1[CH:19]=[CH:18][CH:25]=[CH:24][C:31]=1/[CH:32]=[C:13](\[C:5]1[CH:6]=[C:7]([O:11][CH3:12])[C:8]([O:9][CH3:10])=[C:3]([O:2][CH3:1])[CH:4]=1)/[C:14]([OH:16])=[O:15], predict the reactants needed to synthesize it. The reactants are: [CH3:1][O:2][C:3]1[CH:4]=[C:5]([CH2:13][C:14]([OH:16])=[O:15])[CH:6]=[C:7]([O:11][CH3:12])[C:8]=1[O:9][CH3:10].C[C:18]1[CH:25]=[CH:24]C=C[C:19]=1[CH:20]=[S:21].C(N([CH2:31][CH3:32])CC)C.[C:33](OC(=O)C)(=O)C.Cl. (4) Given the product [C:23]([O:22][C:21]([N:20]([CH2:28][CH:29]([NH:5][CH2:4][C:3]([O:2][CH3:1])=[O:6])[CH2:30][CH2:31][N:32]([O:34][CH3:35])[CH3:33])[CH2:19][C:18]1[CH:17]=[CH:16][C:15]([F:14])=[CH:38][CH:37]=1)=[O:27])([CH3:26])([CH3:25])[CH3:24], predict the reactants needed to synthesize it. The reactants are: [CH3:1][O:2][C:3](=[O:6])[CH2:4][NH2:5].C(N(CC)CC)C.[F:14][C:15]1[CH:38]=[CH:37][C:18]([CH2:19][N:20]([CH2:28][C:29](=O)[CH2:30][CH2:31][N:32]([O:34][CH3:35])[CH3:33])[C:21](=[O:27])[O:22][C:23]([CH3:26])([CH3:25])[CH3:24])=[CH:17][CH:16]=1.C(O[BH-](OC(=O)C)OC(=O)C)(=O)C.[Na+].C(O)(=O)C.C([O-])(O)=O.[Na+].